Dataset: Full USPTO retrosynthesis dataset with 1.9M reactions from patents (1976-2016). Task: Predict the reactants needed to synthesize the given product. (1) Given the product [CH3:14][O:10][CH2:9][CH2:8][C:3]1[CH:4]=[CH:5][CH:6]=[CH:7][C:2]=1[Br:1], predict the reactants needed to synthesize it. The reactants are: [Br:1][C:2]1[CH:7]=[CH:6][CH:5]=[CH:4][C:3]=1[CH2:8][CH2:9][OH:10].[H-].[Na+].I[CH3:14].[NH4+].[Cl-]. (2) Given the product [CH3:1][N:2]1[C:10]2[C:5](=[CH:6][C:7]([CH2:11][N:14]3[CH:18]=[C:17]([C:19]([O:21][CH2:22][CH3:23])=[O:20])[CH:16]=[N:15]3)=[CH:8][CH:9]=2)[CH:4]=[C:3]1[CH3:13], predict the reactants needed to synthesize it. The reactants are: [CH3:1][N:2]1[C:10]2[C:5](=[CH:6][C:7]([CH2:11]O)=[CH:8][CH:9]=2)[CH:4]=[C:3]1[CH3:13].[NH:14]1[CH:18]=[C:17]([C:19]([O:21][CH2:22][CH3:23])=[O:20])[CH:16]=[N:15]1.C1(P(C2C=CC=CC=2)C2C=CC=CC=2)C=CC=CC=1.C1(C)C=CC=CC=1. (3) Given the product [Br:23][C:20]1[CH:21]=[CH:22][C:17]([CH2:16][C:5]2[C:6]([NH:8][C@@H:9]([CH2:13][CH2:14][CH3:15])[CH2:10][CH2:11][O:12][Si:34]([C:37]([CH3:40])([CH3:39])[CH3:38])([CH3:36])[CH3:35])=[N:7][C:2]([NH2:1])=[N:3][C:4]=2[CH3:26])=[C:18]([O:24][CH3:25])[CH:19]=1, predict the reactants needed to synthesize it. The reactants are: [NH2:1][C:2]1[N:7]=[C:6]([NH:8][C@@H:9]([CH2:13][CH2:14][CH3:15])[CH2:10][CH2:11][OH:12])[C:5]([CH2:16][C:17]2[CH:22]=[CH:21][C:20]([Br:23])=[CH:19][C:18]=2[O:24][CH3:25])=[C:4]([CH3:26])[N:3]=1.C(N(CC)CC)C.[Si:34](Cl)([C:37]([CH3:40])([CH3:39])[CH3:38])([CH3:36])[CH3:35].C([O-])(O)=O.[Na+]. (4) Given the product [NH2:16][C:4](=[O:5])[C@@H:2]([NH:1][C:8](=[O:9])[O:10][C:11]([CH3:14])([CH3:13])[CH3:12])[CH3:3], predict the reactants needed to synthesize it. The reactants are: [NH:1]([C:8]([O:10][C:11]([CH3:14])([CH3:13])[CH3:12])=[O:9])[C@H:2]([C:4](OC)=[O:5])[CH3:3].[OH-].[NH4+:16]. (5) Given the product [C:8]([C:12]1[CH:16]=[C:15]([NH:17][C:18]([NH:35][C:36]2[C:45]3[C:40](=[CH:41][CH:42]=[CH:43][CH:44]=3)[C:39]([O:46][C:47]3[CH:52]=[CH:51][N:50]=[C:49]([NH:53][C:54]4[CH:59]=[C:58]([O:60][CH2:61][CH2:62][O:63][CH2:64][CH2:65][O:66][CH2:67][CH2:68][O:69][CH3:70])[CH:57]=[C:56]([O:71][CH3:72])[CH:55]=4)[N:48]=3)=[CH:38][CH:37]=2)=[O:26])[N:14]([C:27]2[CH:32]=[CH:31][C:30]([O:33][CH3:34])=[CH:29][CH:28]=2)[N:13]=1)([CH3:11])([CH3:10])[CH3:9], predict the reactants needed to synthesize it. The reactants are: C(N(CC)CC)C.[C:8]([C:12]1[CH:16]=[C:15]([NH:17][C:18](=[O:26])OC2C=CC=CC=2)[N:14]([C:27]2[CH:32]=[CH:31][C:30]([O:33][CH3:34])=[CH:29][CH:28]=2)[N:13]=1)([CH3:11])([CH3:10])[CH3:9].[NH2:35][C:36]1[C:45]2[C:40](=[CH:41][CH:42]=[CH:43][CH:44]=2)[C:39]([O:46][C:47]2[CH:52]=[CH:51][N:50]=[C:49]([NH:53][C:54]3[CH:59]=[C:58]([O:60][CH2:61][CH2:62][O:63][CH2:64][CH2:65][O:66][CH2:67][CH2:68][O:69][CH3:70])[CH:57]=[C:56]([O:71][CH3:72])[CH:55]=3)[N:48]=2)=[CH:38][CH:37]=1. (6) Given the product [C:7]([O:6][C:4]([CH2:3][C:18]1[N:16]2[CH:17]=[C:12]([CH3:11])[CH:13]=[CH:14][C:15]2=[N:20][C:19]=1[C:21]1[CH:22]=[CH:23][C:24]([C:25]([O:27][CH3:28])=[O:26])=[CH:29][CH:30]=1)=[O:5])([CH3:10])([CH3:9])[CH3:8], predict the reactants needed to synthesize it. The reactants are: [N+](=[CH:3][C:4]([O:6][C:7]([CH3:10])([CH3:9])[CH3:8])=[O:5])=[N-].[CH3:11][C:12]1[CH:13]=[CH:14][C:15]2[N:16]([CH:18]=[C:19]([C:21]3[CH:30]=[CH:29][C:24]([C:25]([O:27][CH3:28])=[O:26])=[CH:23][CH:22]=3)[N:20]=2)[CH:17]=1. (7) The reactants are: [F:1][C:2]1[CH:3]=[C:4]([CH:19]=[CH:20][C:21]=1[F:22])[CH2:5][NH:6][C:7]([C:9]1[CH:14]=[C:13]([CH:15]=[N:16][OH:17])[N:12]=[C:11]([CH3:18])[N:10]=1)=[O:8].[CH3:23][N:24]1[CH:29]=[C:28]([CH:30]=[CH2:31])[CH:27]=[CH:26][C:25]1=[O:32].Cl[O-].[Na+]. Given the product [F:1][C:2]1[CH:3]=[C:4]([CH:19]=[CH:20][C:21]=1[F:22])[CH2:5][NH:6][C:7]([C:9]1[CH:14]=[C:13]([C:15]2[CH2:31][CH:30]([C:28]3[CH:27]=[CH:26][C:25](=[O:32])[N:24]([CH3:23])[CH:29]=3)[O:17][N:16]=2)[N:12]=[C:11]([CH3:18])[N:10]=1)=[O:8], predict the reactants needed to synthesize it. (8) Given the product [O:31]1[CH:35]=[CH:34][C:33]([NH:36][C:6](=[O:7])[C:5]2[CH:9]=[CH:10][C:2]([CH3:1])=[C:3]([C:11]3[CH:12]=[C:13]4[C:18](=[CH:19][CH:20]=3)[C:17]([N:21]3[CH2:26][CH2:25][O:24][CH2:23][CH2:22]3)=[N:16][N:15]=[CH:14]4)[CH:4]=2)=[N:32]1, predict the reactants needed to synthesize it. The reactants are: [CH3:1][C:2]1[CH:10]=[CH:9][C:5]([C:6](O)=[O:7])=[CH:4][C:3]=1[C:11]1[CH:12]=[C:13]2[C:18](=[CH:19][CH:20]=1)[C:17]([N:21]1[CH2:26][CH2:25][O:24][CH2:23][CH2:22]1)=[N:16][N:15]=[CH:14]2.S(Cl)(Cl)=O.[O:31]1[CH:35]=[CH:34][C:33]([NH2:36])=[N:32]1.N1C=CC=CC=1. (9) Given the product [Cl:57][C:58]1[C:63]([Cl:64])=[CH:62][CH:61]=[C:60]([Cl:65])[C:59]=1[O:16][CH:13]([C@H:10]1[CH2:11][CH2:12][NH:8][CH2:9]1)[C:14]#[CH:15], predict the reactants needed to synthesize it. The reactants are: C(OC([N:8]1[CH2:12][CH2:11][C@H:10]([CH:13]([OH:16])[C:14]#[CH:15])[CH2:9]1)=O)(C)(C)C.CC(OC(/N=N/C(OC(C)C)=O)=O)C.C1(C)C=CC=CC=1.C1C=CC(P(C2C=CC=CC=2)C2C=CC=CC=2)=CC=1.[Cl:57][C:58]1[C:63]([Cl:64])=[CH:62][CH:61]=[C:60]([Cl:65])[C:59]=1O.C1(O)C=CC=CC=1.Cl.CCO.